From a dataset of Reaction yield outcomes from USPTO patents with 853,638 reactions. Predict the reaction yield, written as a fraction of the theoretical maximum amount of product (1.0 means a 100% yield; for example, 0.34 means a 34% yield). (1) The reactants are [NH2:1][C:2]1[CH:6]=[CH:5][N:4]([CH2:7][C:8]([CH3:11])([OH:10])[CH3:9])[N:3]=1.N1C(C)=CC=CC=1C.[CH:20]1([CH2:25][C@H:26]([C:30]2[CH:35]=[CH:34][C:33]([Cl:36])=[C:32]([Cl:37])[CH:31]=2)[C:27](Cl)=[O:28])[CH2:24][CH2:23][CH2:22][CH2:21]1. The catalyst is C(Cl)Cl. The product is [CH:20]1([CH2:25][C@H:26]([C:30]2[CH:35]=[CH:34][C:33]([Cl:36])=[C:32]([Cl:37])[CH:31]=2)[C:27]([NH:1][C:2]2[CH:6]=[CH:5][N:4]([CH2:7][C:8]([OH:10])([CH3:11])[CH3:9])[N:3]=2)=[O:28])[CH2:24][CH2:23][CH2:22][CH2:21]1. The yield is 0.740. (2) The reactants are [N+:1]([C:4]1[CH:5]=[C:6]2[C:11](=[CH:12][CH:13]=1)[NH:10][C:9](=O)[NH:8][C:7]2=O)([O-:3])=[O:2].CN1[CH2:21][CH2:20][N:19](C)C1=O.P(Cl)(Cl)([Cl:26])=O.[CH2:29](N)[CH2:30][CH3:31]. The catalyst is O. The yield is 0.701. The product is [Cl:26][C:9]1[N:8]=[C:7]([NH:19][CH2:20][CH2:21][CH2:29][CH2:30][CH3:31])[C:6]2[C:11](=[CH:12][CH:13]=[C:4]([N+:1]([O-:3])=[O:2])[CH:5]=2)[N:10]=1. (3) The reactants are [Br:1][C:2]1[CH:3]=[C:4](S(O)(=O)=O)[C:5]([C:8]2[CH:13]=[CH:12][CH:11]=[CH:10][CH:9]=2)=[CH:6][CH:7]=1.[S:18]([Cl:21])(Cl)=[O:19].CN(C=[O:26])C. No catalyst specified. The product is [Br:1][C:2]1[CH:7]=[CH:6][C:5]([C:8]2[CH:9]=[CH:10][C:11]([S:18]([Cl:21])(=[O:19])=[O:26])=[CH:12][CH:13]=2)=[CH:4][CH:3]=1. The yield is 0.780. (4) The catalyst is CCCCCCC.CCOC(C)=O. The product is [Cl:20][CH2:21][CH2:22][CH2:23][N:8]1[C:7]2[CH:13]=[C:3]([O:2][CH3:1])[CH:4]=[CH:5][C:6]=2[O:11][CH2:10][C:9]1=[O:12]. The yield is 0.420. The reactants are [CH3:1][O:2][C:3]1[CH:4]=[CH:5][C:6]2[O:11][CH2:10][C:9](=[O:12])[NH:8][C:7]=2[CH:13]=1.C([O-])([O-])=O.[Cs+].[Cs+].[Cl:20][CH2:21][CH2:22][CH2:23]I. (5) The reactants are [CH3:1][C:2]1[N:6]([CH3:7])[C:5]2[CH:8]=[C:9]([C:22](O)=[O:23])[C:10]3[CH2:11][CH2:12][CH:13]([C:16]4[CH:21]=[CH:20][CH:19]=[CH:18][CH:17]=4)[O:14][C:15]=3[C:4]=2[N:3]=1.F[B-](F)(F)F.[N:30]1(OC(N(C)C)=[N+](C)C)[C:34]2[CH:35]=[CH:36][CH:36]=[CH:35][C:34]=2[N:30]=N1.C1(N)CC1.O. The catalyst is ClCCl. The product is [CH:34]1([NH:30][C:22]([C:9]2[C:10]3[CH2:11][CH2:12][CH:13]([C:16]4[CH:21]=[CH:20][CH:19]=[CH:18][CH:17]=4)[O:14][C:15]=3[C:4]3[N:3]=[C:2]([CH3:1])[N:6]([CH3:7])[C:5]=3[CH:8]=2)=[O:23])[CH2:35][CH2:36]1. The yield is 0.620. (6) The reactants are Cl[C:2]1[CH:3]=[C:4]([CH:9]=[CH:10][N:11]=1)[C:5]([O:7][CH3:8])=[O:6].[C:12]([C:16]1[S:20][C:19](B2OC(C)(C)C(C)(C)O2)=[CH:18][CH:17]=1)([CH3:15])([CH3:14])[CH3:13].C([O-])([O-])=O.[K+].[K+].C(Cl)Cl. The catalyst is CO.Cl[Pd]Cl.O. The product is [C:12]([C:16]1[S:20][C:19]([C:2]2[CH:3]=[C:4]([CH:9]=[CH:10][N:11]=2)[C:5]([O:7][CH3:8])=[O:6])=[CH:18][CH:17]=1)([CH3:15])([CH3:14])[CH3:13]. The yield is 0.760. (7) The reactants are [C:1]([O:5][C:6]([C:8]1[C:13]([NH2:14])=[CH:12][CH:11]=[C:10]([CH3:15])[N:9]=1)=[O:7])([CH3:4])([CH3:3])[CH3:2].ClC1C=CC=C(C(OO)=[O:24])C=1.O.[OH-].[Na+]. The catalyst is C(Cl)(Cl)Cl. The product is [C:1]([O:5][C:6]([C:8]1[C:13]([NH2:14])=[CH:12][CH:11]=[C:10]([CH3:15])[N+:9]=1[O-:24])=[O:7])([CH3:4])([CH3:3])[CH3:2]. The yield is 0.996. (8) The reactants are [F:1][C:2]1[C:7]([O:8][CH3:9])=[CH:6][C:5]([O:10][CH3:11])=[CH:4][C:3]=1[NH:12][C:13](=[O:15])[CH3:14].S(Cl)([Cl:19])(=O)=O. The catalyst is C(#N)C. The product is [Cl:19][C:4]1[C:5]([O:10][CH3:11])=[CH:6][C:7]([O:8][CH3:9])=[C:2]([F:1])[C:3]=1[NH:12][C:13](=[O:15])[CH3:14]. The yield is 0.770.